This data is from Forward reaction prediction with 1.9M reactions from USPTO patents (1976-2016). The task is: Predict the product of the given reaction. (1) Given the reactants [Br:1]Br.Cl.[C:4]1([CH2:10][CH2:11][C:12]2[N:13]=[C:14]([CH:17]3[CH2:22][CH2:21][NH:20][CH2:19][CH2:18]3)[S:15][CH:16]=2)[CH:9]=[CH:8][CH:7]=[CH:6][CH:5]=1.C(=O)(O)[O-].[Na+], predict the reaction product. The product is: [Br:1][C:16]1[S:15][C:14]([CH:17]2[CH2:22][CH2:21][NH:20][CH2:19][CH2:18]2)=[N:13][C:12]=1[CH2:11][CH2:10][C:4]1[CH:9]=[CH:8][CH:7]=[CH:6][CH:5]=1. (2) Given the reactants [OH-].[Li+].C(O)(=O)CS.[N+](C1C=CC=CC=1S([N:20]([CH2:42][CH2:43][C:44]1[CH:45]=[N:46][CH:47]=[CH:48][CH:49]=1)[CH2:21][CH2:22][CH2:23][O:24][C:25]1[CH:41]=[CH:40][C:28]2[N:29]([CH3:39])[C:30](=[O:38])[C:31]([CH3:37])([CH3:36])[C:32](=[O:35])[N:33]([CH3:34])[C:27]=2[CH:26]=1)(=O)=O)([O-])=O, predict the reaction product. The product is: [CH3:39][N:29]1[C:30](=[O:38])[C:31]([CH3:37])([CH3:36])[C:32](=[O:35])[N:33]([CH3:34])[C:27]2[CH:26]=[C:25]([O:24][CH2:23][CH2:22][CH2:21][NH:20][CH2:42][CH2:43][C:44]3[CH:45]=[N:46][CH:47]=[CH:48][CH:49]=3)[CH:41]=[CH:40][C:28]1=2. (3) Given the reactants Cl[C:2]1[N:3]=[C:4](Cl)[C:5]2[S:10][CH:9]=[CH:8][C:6]=2[N:7]=1.[CH2:12]([NH2:16])[CH2:13][CH2:14][NH2:15].[S:17]1(=[O:28])[C:23]2[CH:24]=[CH:25][CH:26]=[CH:27][C:22]=2[CH2:21][NH:20][CH2:19][CH2:18]1, predict the reaction product. The product is: [O:28]=[S:17]1[C:23]2[CH:24]=[CH:25][CH:26]=[CH:27][C:22]=2[CH2:21][N:20]([C:2]2[N:3]=[C:4]([NH:15][CH2:14][CH2:13][CH2:12][NH2:16])[C:5]3[S:10][CH:9]=[CH:8][C:6]=3[N:7]=2)[CH2:19][CH2:18]1. (4) The product is: [NH2:46][C@H:42]([C:43](=[O:44])[NH:24][C:21]1[CH:22]=[N:23][C:18]([O:17][C:12]2[CH:13]=[C:14]3[C:9](=[CH:10][CH:11]=2)[O:8][CH:7]([C:1]2[CH:6]=[CH:5][CH:4]=[CH:3][CH:2]=2)[CH2:16][CH2:15]3)=[CH:19][CH:20]=1)[CH2:41][CH2:40][C:39]([OH:50])=[O:38]. Given the reactants [C:1]1([CH:7]2[CH2:16][CH2:15][C:14]3[C:9](=[CH:10][CH:11]=[C:12]([O:17][C:18]4[N:23]=[CH:22][C:21]([NH2:24])=[CH:20][CH:19]=4)[CH:13]=3)[O:8]2)[CH:6]=[CH:5][CH:4]=[CH:3][CH:2]=1.N1CCC(C(O)=O)CC1.C([O:38][C:39](=[O:50])[CH2:40][CH2:41][C@H:42]([NH:46]C(O)=O)[C:43](O)=[O:44])(C)(C)C, predict the reaction product. (5) Given the reactants [Cl:1][C:2]1[C:3]([C:23]2[CH:28]=[CH:27][C:26]([O:29][CH3:30])=[CH:25][CH:24]=2)=[C:4]2[C:18]3[CH2:19][CH2:20][S:21][CH2:22][C:17]=3[S:16][C:5]2=[N:6][C:7]=1[CH2:8][N:9]1[C:13](=[O:14])[CH2:12][CH2:11][C:10]1=[O:15].CN(C)C=[O:34].OO.S([O-])([O-])(=O)=S.[Na+].[Na+], predict the reaction product. The product is: [Cl:1][C:2]1[C:3]([C:23]2[CH:24]=[CH:25][C:26]([O:29][CH3:30])=[CH:27][CH:28]=2)=[C:4]2[C:18]3[CH2:19][CH2:20][S:21](=[O:34])[CH2:22][C:17]=3[S:16][C:5]2=[N:6][C:7]=1[CH2:8][N:9]1[C:10](=[O:15])[CH2:11][CH2:12][C:13]1=[O:14].